Dataset: Reaction yield outcomes from USPTO patents with 853,638 reactions. Task: Predict the reaction yield, written as a fraction of the theoretical maximum amount of product (1.0 means a 100% yield; for example, 0.34 means a 34% yield). (1) The reactants are [O:1]=[C:2]1[O:6][CH:5]([O:7][CH2:8]CC2C=CC=CC=2)[CH:4]([NH:16][C:17]([CH:19]2[CH2:23][CH2:22][CH2:21][N:20]2[C:24](=[O:38])[CH:25]([NH:27][C:28](=[O:37])[C:29]2[CH:34]=[CH:33][C:32]([NH2:35])=[C:31]([Cl:36])[CH:30]=2)[CH3:26])=[O:18])[CH2:3]1.N(C(OC[C:49]1[CH:54]=[CH:53][CH:52]=[CH:51][CH:50]=1)=O)[C@H](C(O)=O)C.C1CN[C@@H](C(O)=O)C1. The product is [CH2:8]([O:7][CH:5]1[CH:4]([NH:16][C:17]([CH:19]2[CH2:23][CH2:22][CH2:21][N:20]2[C:24](=[O:38])[CH:25]([NH:27][C:28](=[O:37])[C:29]2[CH:34]=[CH:33][C:32]([NH2:35])=[C:31]([Cl:36])[CH:30]=2)[CH3:26])=[O:18])[CH2:3][C:2](=[O:1])[O:6]1)[C:49]1[CH:54]=[CH:53][CH:52]=[CH:51][CH:50]=1. No catalyst specified. The yield is 0.690. (2) The catalyst is ClCCl. The yield is 0.860. The reactants are [CH3:1][C@@:2]12[C@H:11]3[CH2:12][CH2:13][C@:14]4([CH3:27])[C@@H:18]([C:19]5[CH:25]=[CH:24][C:22](=[O:23])[O:21][CH:20]=5)[CH2:17][CH2:16][C@:15]4([OH:26])[C@@H:10]3[CH2:9][CH2:8][C:7]1=[CH:6][C@@H:5]([OH:28])[CH2:4][CH2:3]2.[Cr](Cl)([O-])(=O)=O.[NH+]1C=CC=CC=1. The product is [CH3:1][C@@:2]12[C@H:11]3[CH2:12][CH2:13][C@:14]4([CH3:27])[C@@H:18]([C:19]5[CH:25]=[CH:24][C:22](=[O:23])[O:21][CH:20]=5)[CH2:17][CH2:16][C@:15]4([OH:26])[C@@H:10]3[CH2:9][CH2:8][C:7]1=[CH:6][C:5](=[O:28])[CH2:4][CH2:3]2. (3) The reactants are [C:1]1([C:7]2([CH3:18])[C:12](=[O:13])[N:11]([CH2:14][CH3:15])[C:10](=[O:16])[NH:9][C:8]2=[O:17])[CH2:6][CH2:5][CH2:4][CH2:3][CH:2]=1.Br.Br[CH2:21][C:22]([C:24]1[CH:25]=[N:26][CH:27]=[CH:28][CH:29]=1)=[O:23]. No catalyst specified. The product is [C:1]1([C:7]2([CH3:18])[C:12](=[O:13])[N:11]([CH2:14][CH3:15])[C:10](=[O:16])[N:9]([CH2:21][C:22](=[O:23])[C:24]3[CH:25]=[N:26][CH:27]=[CH:28][CH:29]=3)[C:8]2=[O:17])[CH2:6][CH2:5][CH2:4][CH2:3][CH:2]=1. The yield is 0.470.